Dataset: Full USPTO retrosynthesis dataset with 1.9M reactions from patents (1976-2016). Task: Predict the reactants needed to synthesize the given product. (1) Given the product [CH2:1]([O:8][CH2:9][C:10](=[O:13])[CH:11]=[CH2:12])[C:2]1[CH:7]=[CH:6][CH:5]=[CH:4][CH:3]=1, predict the reactants needed to synthesize it. The reactants are: [CH2:1]([O:8][CH2:9][CH:10]([OH:13])[CH:11]=[CH2:12])[C:2]1[CH:7]=[CH:6][CH:5]=[CH:4][CH:3]=1.CC(OI1(OC(C)=O)(OC(C)=O)OC(=O)C2C=CC=CC1=2)=O.O. (2) Given the product [Cl:32][C:33]1[CH:41]=[CH:40][C:36]([C:37]([NH:12][C@@H:13]2[CH2:18][CH2:17][N:16]([C:19]([O:21][C:22]([CH3:25])([CH3:24])[CH3:23])=[O:20])[CH2:15][C@H:14]2[C:26]2[CH:27]=[CH:28][CH:29]=[CH:30][CH:31]=2)=[O:38])=[CH:35][CH:34]=1, predict the reactants needed to synthesize it. The reactants are: C1(C)C=CC(S(O)(=O)=O)=CC=1.[NH2:12][C@@H:13]1[CH2:18][CH2:17][N:16]([C:19]([O:21][C:22]([CH3:25])([CH3:24])[CH3:23])=[O:20])[CH2:15][C@H:14]1[C:26]1[CH:31]=[CH:30][CH:29]=[CH:28][CH:27]=1.[Cl:32][C:33]1[CH:41]=[CH:40][C:36]([C:37](O)=[O:38])=[CH:35][CH:34]=1.CCN=C=NCCCN(C)C.Cl.C1C=CC2N(O)N=NC=2C=1. (3) Given the product [F:37][C:38]1[CH:39]=[C:40]2[C:44](=[CH:45][CH:46]=1)[NH:43][CH:42]=[C:41]2[CH2:47][CH2:48][N:49]([CH2:64][CH2:65][CH3:66])[CH:50]1[CH2:63][O:62][C:61]2[C:52](=[C:53]3[C:58](=[CH:59][CH:60]=2)[N:57]=[CH:56][CH:55]=[CH:54]3)[CH2:51]1, predict the reactants needed to synthesize it. The reactants are: FC1C=C2C(=CC=1)NC=C2CCC1C2=C3C(=CC=C2OCC1N)N=CC=C3.Cl.Cl.CCOCC.Cl.Cl.[F:37][C:38]1[CH:39]=[C:40]2[C:44](=[CH:45][CH:46]=1)[NH:43][CH:42]=[C:41]2[CH2:47][CH2:48][N:49]([CH2:64][CH2:65][CH3:66])[CH:50]1[CH2:63][O:62][C:61]2[C:52](=[C:53]3[C:58](=[CH:59][CH:60]=2)[N:57]=[CH:56][CH:55]=[CH:54]3)[CH2:51]1. (4) Given the product [Cl:1][C:2]1[CH:3]=[C:4]([CH2:9][CH2:10][C:11]([CH:13]2[CH2:17][CH2:16][CH2:15][CH2:14]2)=[O:12])[CH:5]=[CH:6][C:7]=1[O:8][CH:19]([F:25])[F:24], predict the reactants needed to synthesize it. The reactants are: [Cl:1][C:2]1[CH:3]=[C:4]([CH2:9][CH2:10][C:11]([CH:13]2[CH2:17][CH2:16][CH2:15][CH2:14]2)=[O:12])[CH:5]=[CH:6][C:7]=1[OH:8].Cl[C:19]([F:25])([F:24])C(OC)=O.C([O-])([O-])=O.[K+].[K+].O. (5) Given the product [CH2:14]([C@H:21]1[CH2:25][N:24]([C:11](=[O:13])[CH2:10][C:4]2[C:5]([Cl:9])=[CH:6][CH:7]=[CH:8][C:3]=2[Cl:2])[C@H:23]([C:26]([NH:28][C:29]2[CH:34]=[CH:33][C:32]([O:35][C:36]3[CH:37]=[CH:38][C:39]([F:42])=[CH:40][CH:41]=3)=[CH:31][CH:30]=2)=[O:27])[CH2:22]1)[C:15]1[CH:16]=[CH:17][CH:18]=[CH:19][CH:20]=1, predict the reactants needed to synthesize it. The reactants are: Cl.[Cl:2][C:3]1[CH:8]=[CH:7][CH:6]=[C:5]([Cl:9])[C:4]=1[CH2:10][C:11]([OH:13])=O.[CH2:14]([C@H:21]1[CH2:25][NH:24][C@H:23]([C:26]([NH:28][C:29]2[CH:34]=[CH:33][C:32]([O:35][C:36]3[CH:41]=[CH:40][C:39]([F:42])=[CH:38][CH:37]=3)=[CH:31][CH:30]=2)=[O:27])[CH2:22]1)[C:15]1[CH:20]=[CH:19][CH:18]=[CH:17][CH:16]=1. (6) Given the product [CH3:13][O:12][C:9]1[CH:10]=[C:11]2[C:6](=[CH:7][C:8]=1[O:14][CH3:15])[N:5]=[CH:4][N:3]=[C:2]2[N:28]1[CH2:27][CH2:26][C:25]2[C:30](=[CH:31][C:22]([O:21][CH2:20][CH2:19][O:18][CH3:17])=[CH:23][CH:24]=2)[CH2:29]1, predict the reactants needed to synthesize it. The reactants are: Cl[C:2]1[C:11]2[C:6](=[CH:7][C:8]([O:14][CH3:15])=[C:9]([O:12][CH3:13])[CH:10]=2)[N:5]=[CH:4][N:3]=1.Cl.[CH3:17][O:18][CH2:19][CH2:20][O:21][C:22]1[CH:31]=[C:30]2[C:25]([CH2:26][CH2:27][NH:28][CH2:29]2)=[CH:24][CH:23]=1.C(=O)([O-])[O-].[K+].[K+].[Br-].[Li+]. (7) Given the product [Cl:39][C:36]1[CH:37]=[CH:38][C:9]2[N:8]3[CH:4]=[CH:5][CH:6]=[C:7]3[C@@H:13]([CH2:14][CH2:15][N:16]3[N:20]=[N:19][C:18]([CH2:21][C:22]([OH:24])=[O:23])=[N:17]3)[CH2:12][C@H:11]([C:25]3[CH:30]=[CH:29][CH:28]=[C:27]([O:31][CH3:32])[C:26]=3[O:33][CH3:34])[C:10]=2[CH:35]=1, predict the reactants needed to synthesize it. The reactants are: ClC([C:4]1[N:8]2[C:9]3[CH:38]=[CH:37][C:36]([Cl:39])=[CH:35][C:10]=3[C@@H:11]([C:25]3[CH:30]=[CH:29][CH:28]=[C:27]([O:31][CH3:32])[C:26]=3[O:33][CH3:34])[CH2:12][C@H:13]([CH2:14][CH2:15][N:16]3[N:20]=[N:19][C:18]([CH2:21][C:22]([O-:24])=[O:23])=[N:17]3)[C:7]2=[CH:6][CH:5]=1)C.C(=O)([O-])[O-].[K+].[K+].Cl.